Task: Predict the reactants needed to synthesize the given product.. Dataset: Full USPTO retrosynthesis dataset with 1.9M reactions from patents (1976-2016) (1) Given the product [CH3:1][Si:2]([CH3:37])([CH3:38])[CH2:3][CH2:4][O:5][C:6]([N:8]1[CH2:13][CH2:12][CH:11]([O:14][C:15]2[S:16][C:17]3[CH:23]=[C:22]([CH:24]4[CH2:29][CH2:28][N:27]([C:30]([O:32][C:33]([CH3:34])([CH3:35])[CH3:36])=[O:31])[CH2:26][CH2:25]4)[CH:21]=[CH:20][C:18]=3[N:19]=2)[CH2:10][CH2:9]1)=[O:7], predict the reactants needed to synthesize it. The reactants are: [CH3:1][Si:2]([CH3:38])([CH3:37])[CH2:3][CH2:4][O:5][C:6]([N:8]1[CH2:13][CH2:12][CH:11]([O:14][C:15]2[S:16][C:17]3[CH:23]=[C:22]([C:24]4[CH2:29][CH2:28][N:27]([C:30]([O:32][C:33]([CH3:36])([CH3:35])[CH3:34])=[O:31])[CH2:26][CH:25]=4)[CH:21]=[CH:20][C:18]=3[N:19]=2)[CH2:10][CH2:9]1)=[O:7]. (2) Given the product [CH2:25]([NH:27][C:28]1[CH:33]=[C:32]([C:2]2[CH:11]=[CH:10][C:9]3[N:8]=[CH:7][C:6]4[N:12]([CH3:24])[C:13](=[O:23])[N:14]([C:15]5[C:16]([CH3:22])=[N:17][N:18]([CH3:21])[C:19]=5[CH3:20])[C:5]=4[C:4]=3[CH:3]=2)[CH:31]=[N:30][C:29]=1[F:43])[CH3:26], predict the reactants needed to synthesize it. The reactants are: Br[C:2]1[CH:11]=[CH:10][C:9]2[N:8]=[CH:7][C:6]3[N:12]([CH3:24])[C:13](=[O:23])[N:14]([C:15]4[C:16]([CH3:22])=[N:17][N:18]([CH3:21])[C:19]=4[CH3:20])[C:5]=3[C:4]=2[CH:3]=1.[CH2:25]([NH:27][C:28]1[C:29]([F:43])=[N:30][CH:31]=[C:32](B2OC(C)(C)C(C)(C)O2)[CH:33]=1)[CH3:26]. (3) Given the product [CH3:12][C:9]1[N:8]=[C:7]([NH:13][C:14]2[CH:19]=[CH:18][CH:17]=[C:16]([O:20][C:21]([F:24])([F:23])[F:22])[CH:15]=2)[C:6]2[C:11](=[C:2]([C:33]3[CH:34]=[C:35]4[C:30](=[CH:31][CH:32]=3)[N:29]=[C:28]([NH:27][CH3:26])[N:37]=[CH:36]4)[C:3]([CH3:25])=[CH:4][CH:5]=2)[N:10]=1, predict the reactants needed to synthesize it. The reactants are: I[C:2]1[C:3]([CH3:25])=[CH:4][CH:5]=[C:6]2[C:11]=1[N:10]=[C:9]([CH3:12])[N:8]=[C:7]2[NH:13][C:14]1[CH:19]=[CH:18][CH:17]=[C:16]([O:20][C:21]([F:24])([F:23])[F:22])[CH:15]=1.[CH3:26][NH:27][C:28]1[N:37]=[CH:36][C:35]2[C:30](=[CH:31][CH:32]=[C:33](B3OC(C)(C)C(C)(C)O3)[CH:34]=2)[N:29]=1.C(=O)([O-])[O-].[Na+].[Na+]. (4) The reactants are: [CH3:1][O:2][C:3]1[C:11]([O:12][CH3:13])=[CH:10][CH:9]=[CH:8][C:4]=1[CH2:5]CN.[NH2:14][C:15]1[N:20]=[CH:19][C:18](/[CH:21]=[CH:22]/[C:23]([OH:25])=O)=[CH:17][CH:16]=1.Cl.[CH3:27][N:28]1CC2C=C(/C=C/C(O)=O)C=NC=2NC(=O)C1. Given the product [NH2:14][C:15]1[N:20]=[CH:19][C:18](/[CH:21]=[CH:22]/[C:23]([N:28]([CH2:5][C:4]2[CH:8]=[CH:9][CH:10]=[C:11]([O:12][CH3:13])[C:3]=2[O:2][CH3:1])[CH3:27])=[O:25])=[CH:17][CH:16]=1, predict the reactants needed to synthesize it. (5) The reactants are: [C:1]([O:5][C:6]([N:8]1[C@@H:12]([C:13](OC)=[O:14])[CH2:11][CH2:10][C@H:9]1[C:17]([OH:19])=[O:18])=[O:7])([CH3:4])([CH3:3])[CH3:2].[BH4-].[Li+]. Given the product [C:1]([O:5][C:6]([N:8]1[C@@H:12]([CH2:13][OH:14])[CH2:11][CH2:10][C@H:9]1[C:17]([OH:19])=[O:18])=[O:7])([CH3:4])([CH3:2])[CH3:3], predict the reactants needed to synthesize it.